From a dataset of Catalyst prediction with 721,799 reactions and 888 catalyst types from USPTO. Predict which catalyst facilitates the given reaction. (1) Product: [CH3:13][C:14]1([CH3:38])[CH2:23][CH2:22][C:21]([CH3:24])([CH3:25])[C:20]2[CH:19]=[C:18]([C:26]([O:28][CH2:29][CH2:30][C:31]3[CH:32]=[CH:33][C:34]([NH:37][S:9]([CH3:8])(=[O:11])=[O:10])=[CH:35][CH:36]=3)=[O:27])[CH:17]=[CH:16][C:15]1=2. Reactant: C(N(CC)CC)C.[CH3:8][S:9](Cl)(=[O:11])=[O:10].[CH3:13][C:14]1([CH3:38])[CH2:23][CH2:22][C:21]([CH3:25])([CH3:24])[C:20]2[CH:19]=[C:18]([C:26]([O:28][CH2:29][CH2:30][C:31]3[CH:36]=[CH:35][C:34]([NH2:37])=[CH:33][CH:32]=3)=[O:27])[CH:17]=[CH:16][C:15]1=2. The catalyst class is: 4. (2) Reactant: [Cl:1][C:2]1[CH:3]=[CH:4][C:5]2[N:11]3[CH:12]=[CH:13][CH:14]=[C:10]3[C@@H:9]([CH2:15][CH2:16][C:17]([NH:19][C@@H:20]3[CH2:25][CH2:24][CH2:23][C@H:22]([C:26]([O:28]CC)=[O:27])[CH2:21]3)=[O:18])[O:8][C@H:7]([C:31]3[CH:36]=[CH:35][CH:34]=[C:33]([O:37][CH3:38])[C:32]=3[O:39][CH3:40])[C:6]=2[CH:41]=1.C(=O)([O-])[O-].[K+].[K+].O.Cl. Product: [Cl:1][C:2]1[CH:3]=[CH:4][C:5]2[N:11]3[CH:12]=[CH:13][CH:14]=[C:10]3[C@@H:9]([CH2:15][CH2:16][C:17]([NH:19][C@@H:20]3[CH2:25][CH2:24][CH2:23][C@H:22]([C:26]([OH:28])=[O:27])[CH2:21]3)=[O:18])[O:8][C@H:7]([C:31]3[CH:36]=[CH:35][CH:34]=[C:33]([O:37][CH3:38])[C:32]=3[O:39][CH3:40])[C:6]=2[CH:41]=1. The catalyst class is: 5. (3) Reactant: [CH3:1][O:2][CH2:3][C:4]#[C:5][C:6]1[CH:11]=[CH:10][CH:9]=[CH:8][C:7]=1[C:12](=[O:20])[CH2:13][C:14]1[CH:19]=[CH:18][CH:17]=[CH:16][CH:15]=1.C[Si]([N-][Si](C)(C)C)(C)C.[K+]. Product: [CH3:1][O:2][CH2:3][C:4]1[C:13]([C:14]2[CH:15]=[CH:16][CH:17]=[CH:18][CH:19]=2)=[C:12]([OH:20])[C:7]2[C:6]([CH:5]=1)=[CH:11][CH:10]=[CH:9][CH:8]=2. The catalyst class is: 11. (4) Reactant: C(OC([N:8]1[CH2:13][CH2:12][N:11]2[C:14]([CH2:18][CH3:19])=[N:15][C:16]([Cl:17])=[C:10]2[CH:9]1[CH2:20][CH2:21][C:22]1[CH:27]=[CH:26][C:25]([C:28]([F:31])([F:30])[F:29])=[CH:24][CH:23]=1)=O)(C)(C)C.Cl.O1CCOCC1. Product: [Cl:17][C:16]1[N:15]=[C:14]([CH2:18][CH3:19])[N:11]2[CH2:12][CH2:13][NH:8][CH:9]([CH2:20][CH2:21][C:22]3[CH:27]=[CH:26][C:25]([C:28]([F:30])([F:29])[F:31])=[CH:24][CH:23]=3)[C:10]=12. The catalyst class is: 2. (5) Reactant: [F:1][C:2]([F:25])([F:24])[CH2:3][O:4][CH:5]1[CH2:8][CH:7]([O:9][C:10]2[CH:15]=[CH:14][N:13]=[C:12]([CH2:16][C:17]([O:19][C:20](C)(C)C)=[O:18])[CH:11]=2)[CH2:6]1.C(Cl)(=O)C. Product: [F:25][C:2]([F:1])([F:24])[CH2:3][O:4][CH:5]1[CH2:6][CH:7]([O:9][C:10]2[CH:15]=[CH:14][N:13]=[C:12]([CH2:16][C:17]([O:19][CH3:20])=[O:18])[CH:11]=2)[CH2:8]1. The catalyst class is: 5. (6) Reactant: [F:1][C:2]1[CH:3]=[C:4]([CH:8]=[CH:9][C:10]=1[C:11]1[N:15]([CH3:16])[N:14]=[CH:13][CH:12]=1)[C:5]([OH:7])=[O:6].[Cl:17]N1C(=O)CCC1=O. Product: [Cl:17][C:12]1[CH:13]=[N:14][N:15]([CH3:16])[C:11]=1[C:10]1[CH:9]=[CH:8][C:4]([C:5]([OH:7])=[O:6])=[CH:3][C:2]=1[F:1]. The catalyst class is: 1. (7) Reactant: [CH3:1][C:2]1[NH:3][C:4]2[CH2:5][C:6]([CH3:13])([CH3:12])[CH2:7][C:8](=[O:11])[C:9]=2[CH:10]=1.[N:14]1([S:19]([C:22]2[CH:29]=[CH:28][CH:27]=[CH:26][C:23]=2[CH:24]=[O:25])(=[O:21])=[O:20])[CH2:18][CH2:17][CH2:16][CH2:15]1.[OH-].[Na+]. Product: [OH:25][CH:24]([C:23]1[CH:26]=[CH:27][CH:28]=[CH:29][C:22]=1[S:19]([N:14]1[CH2:18][CH2:17][CH2:16][CH2:15]1)(=[O:21])=[O:20])[C:10]1[C:9]2[C:8](=[O:11])[CH2:7][C:6]([CH3:13])([CH3:12])[CH2:5][C:4]=2[NH:3][C:2]=1[CH3:1]. The catalyst class is: 24. (8) Reactant: [F:1][CH2:2][CH2:3][N:4]1[CH2:9][CH2:8][N:7]([CH2:10][CH2:11][CH2:12][OH:13])[CH2:6][CH2:5]1.C1(P(C2C=CC=CC=2)C2C=CC=CC=2)C=CC=CC=1.[F:33][C:34]1[C:42]([O:43][C:44]2[C:53]3[C:48](=[CH:49][C:50](O)=[C:51]([O:54][CH3:55])[CH:52]=3)[N:47]=[CH:46][N:45]=2)=[CH:41][CH:40]=[C:39]2[C:35]=1[CH:36]=[C:37]([CH3:57])[NH:38]2. Product: [F:1][CH2:2][CH2:3][N:4]1[CH2:9][CH2:8][N:7]([CH2:10][CH2:11][CH2:12][O:13][C:50]2[CH:49]=[C:48]3[C:53]([C:44]([O:43][C:42]4[C:34]([F:33])=[C:35]5[C:39](=[CH:40][CH:41]=4)[NH:38][C:37]([CH3:57])=[CH:36]5)=[N:45][CH:46]=[N:47]3)=[CH:52][C:51]=2[O:54][CH3:55])[CH2:6][CH2:5]1. The catalyst class is: 4.